This data is from Reaction yield outcomes from USPTO patents with 853,638 reactions. The task is: Predict the reaction yield, written as a fraction of the theoretical maximum amount of product (1.0 means a 100% yield; for example, 0.34 means a 34% yield). (1) The reactants are Cl.[N:2]1([C:11]2[CH:16]=[CH:15][C:14]([C:17]([N:19]3[CH2:24][CH2:23][NH:22][CH2:21][CH2:20]3)=[O:18])=[CH:13][CH:12]=2)[C:10]2[C:5](=[CH:6][CH:7]=[CH:8][CH:9]=2)[CH2:4][CH2:3]1.[OH:25][C:26]1([C:29](O)=[O:30])[CH2:28][CH2:27]1.CN(C(ON1N=NC2C=CC=CC1=2)=[N+](C)C)C.F[P-](F)(F)(F)(F)F.CCN(C(C)C)C(C)C. The catalyst is CC(=O)OCC.CN(C)C=O. The product is [OH:25][C:26]1([C:29]([N:22]2[CH2:21][CH2:20][N:19]([C:17]([C:14]3[CH:13]=[CH:12][C:11]([N:2]4[C:10]5[C:5](=[CH:6][CH:7]=[CH:8][CH:9]=5)[CH2:4][CH2:3]4)=[CH:16][CH:15]=3)=[O:18])[CH2:24][CH2:23]2)=[O:30])[CH2:28][CH2:27]1. The yield is 0.100. (2) The reactants are C(N(CC)CC)C.[OH:8][C@@H:9]([CH2:14][C:15]1[CH:20]=[CH:19][CH:18]=[CH:17][CH:16]=1)[C:10]([O:12][CH3:13])=[O:11].[CH3:21][S:22](Cl)(=[O:24])=[O:23].Cl. The catalyst is O.C1(C)C=CC=CC=1. The product is [CH3:21][S:22]([O:8][C@@H:9]([CH2:14][C:15]1[CH:20]=[CH:19][CH:18]=[CH:17][CH:16]=1)[C:10]([O:12][CH3:13])=[O:11])(=[O:24])=[O:23]. The yield is 0.960. (3) The reactants are [CH2:1]([NH:3][C:4]1[N:9]=[C:8]([NH2:10])[C:7]([O:11][C:12]2[CH:17]=[CH:16][C:15]([O:18][CH3:19])=[CH:14][C:13]=2[CH:20]([CH3:22])[CH3:21])=[CH:6][N:5]=1)[CH3:2].[CH3:23][S:24](O[S:24]([CH3:23])(=[O:26])=[O:25])(=[O:26])=[O:25].FC(F)(F)S(O)(=O)=O.C([O-])(O)=O.[Na+]. No catalyst specified. The product is [CH2:1]([NH:3][C:4]1[N:9]=[C:8]([NH2:10])[C:7]([O:11][C:12]2[CH:17]=[C:16]([S:24]([CH3:23])(=[O:26])=[O:25])[C:15]([O:18][CH3:19])=[CH:14][C:13]=2[CH:20]([CH3:21])[CH3:22])=[CH:6][N:5]=1)[CH3:2]. The yield is 0.230. (4) The reactants are Br[C:2]1[CH:3]=[C:4]([C:8]2[C:13]3[O:14][C:15]4[CH:20]=[CH:19][CH:18]=[CH:17][C:16]=4[C:12]=3[CH:11]=[CH:10][CH:9]=2)[CH:5]=[CH:6][CH:7]=1.CC(C)([O-])C.[Na+].[CH3:27][C:28]1[CH:34]=[CH:33][CH:32]=[C:31]([CH3:35])[C:29]=1[NH2:30].C(P(C(C)(C)C)C(C)(C)C)(C)(C)C. The catalyst is C1C=CC(/C=C/C(/C=C/C2C=CC=CC=2)=O)=CC=1.C1C=CC(/C=C/C(/C=C/C2C=CC=CC=2)=O)=CC=1.[Pd].O.C1(C)C=CC=CC=1.CCCCCC. The product is [CH:11]1[C:12]2[C:16]3[CH:17]=[CH:18][CH:19]=[CH:20][C:15]=3[O:14][C:13]=2[C:8]([C:4]2[CH:3]=[C:2]([NH:30][C:29]3[C:31]([CH3:35])=[CH:32][CH:33]=[CH:34][C:28]=3[CH3:27])[CH:7]=[CH:6][CH:5]=2)=[CH:9][CH:10]=1. The yield is 0.980. (5) The reactants are Cl.Cl.[NH2:3][CH:4]1[CH2:13][C:12]2[C:7](=[CH:8][CH:9]=[N:10][CH:11]=2)[NH:6][C:5]1=[O:14].C(OC([NH:22][C@H:23]([CH2:28][C:29]1[CH:34]=[C:33]([F:35])[CH:32]=[CH:31][C:30]=1[F:36])[CH2:24][C:25](O)=[O:26])=O)(C)(C)C.C(N(CC)CC)C.CCN=C=NCCCN(C)C.Cl.C1C=CC2N(O)N=NC=2C=1. The catalyst is C(#N)C. The product is [NH2:22][C@H:23]([CH2:28][C:29]1[CH:34]=[C:33]([F:35])[CH:32]=[CH:31][C:30]=1[F:36])[CH2:24][C:25]([NH:3][CH:4]1[CH2:13][C:12]2[C:7](=[CH:8][CH:9]=[N:10][CH:11]=2)[NH:6][C:5]1=[O:14])=[O:26]. The yield is 0.0800.